This data is from Forward reaction prediction with 1.9M reactions from USPTO patents (1976-2016). The task is: Predict the product of the given reaction. (1) The product is: [O:16]1[CH2:15][CH:14]=[C:13]([C:12]2[C:7]([O:6][CH:4]3[CH2:3][N:2]([C:25]([C:22]4[CH:23]=[CH:24][N:19]=[CH:20][N:21]=4)=[O:26])[CH2:5]3)=[N:8][CH:9]=[CH:10][CH:11]=2)[CH2:18][CH2:17]1. Given the reactants Cl.[NH:2]1[CH2:5][CH:4]([O:6][C:7]2[C:12]([C:13]3[CH2:14][CH2:15][O:16][CH2:17][CH:18]=3)=[CH:11][CH:10]=[CH:9][N:8]=2)[CH2:3]1.[N:19]1[CH:24]=[CH:23][C:22]([C:25](O)=[O:26])=[N:21][CH:20]=1.C(N(CC)CC)C, predict the reaction product. (2) Given the reactants [CH3:1][O:2][C:3](=[O:12])[C:4]1[CH:9]=[CH:8][CH:7]=[C:6]([CH2:10]Br)[CH:5]=1.[OH:13][CH2:14][CH2:15][C:16]1[CH:17]=[C:18]([C:22]2[C:23]([CH3:29])=[CH:24][C:25](=[O:28])[NH:26][N:27]=2)[CH:19]=[CH:20][CH:21]=1.C(=O)([O-])[O-].[Cs+].[Cs+], predict the reaction product. The product is: [CH3:1][O:2][C:3](=[O:12])[C:4]1[CH:9]=[CH:8][CH:7]=[C:6]([CH2:10][N:26]2[C:25](=[O:28])[CH:24]=[C:23]([CH3:29])[C:22]([C:18]3[CH:19]=[CH:20][CH:21]=[C:16]([CH2:15][CH2:14][OH:13])[CH:17]=3)=[N:27]2)[CH:5]=1. (3) Given the reactants [CH3:1][N:2]1[CH2:15][CH2:14][C:5]2[NH:6][C:7]3[CH:8]=[CH:9][C:10]([CH3:13])=[CH:11][C:12]=3[C:4]=2[CH2:3]1.P([O-])([O-])([O-])=O.[K+].[K+].[K+].N1CCC[C@H]1C(O)=O.Br[CH:33]=[C:34]([C:36]1[CH:37]=[N:38][CH:39]=[N:40][CH:41]=1)[CH3:35], predict the reaction product. The product is: [CH3:1][N:2]1[CH2:15][CH2:14][C:5]2[N:6](/[CH:33]=[C:34](/[C:36]3[CH:37]=[N:38][CH:39]=[N:40][CH:41]=3)\[CH3:35])[C:7]3[CH:8]=[CH:9][C:10]([CH3:13])=[CH:11][C:12]=3[C:4]=2[CH2:3]1. (4) The product is: [C:17]([O:16][C:14]([N:10]1[CH2:11][CH2:12][O:13][CH:8]([C:7]([OH:2])=[O:6])[CH2:9]1)=[O:15])([CH3:20])([CH3:19])[CH3:18]. Given the reactants C([O-])(O)=[O:2].[Na+].[OH:6][CH2:7][CH:8]1[O:13][CH2:12][CH2:11][N:10]([C:14]([O:16][C:17]([CH3:20])([CH3:19])[CH3:18])=[O:15])[CH2:9]1.[Na+].[Br-].ClN1C(=O)N(Cl)C(=O)N(Cl)C1=O, predict the reaction product. (5) Given the reactants [NH2:1][C:2]1[C:11]2[C:6](=[CH:7][CH:8]=[CH:9][C:10]=2[O:12][CH2:13][C:14]([CH3:19])([CH3:18])[C:15]([OH:17])=O)[N:5]=[C:4]([CH3:20])[C:3]=1[C:21]([O:23][CH2:24][CH3:25])=[O:22].[CH:26]1([NH2:30])[CH2:29][CH2:28][CH2:27]1, predict the reaction product. The product is: [NH2:1][C:2]1[C:11]2[C:6](=[CH:7][CH:8]=[CH:9][C:10]=2[O:12][CH2:13][C:14]([CH3:18])([CH3:19])[C:15]([NH:30][CH:26]2[CH2:29][CH2:28][CH2:27]2)=[O:17])[N:5]=[C:4]([CH3:20])[C:3]=1[C:21]([O:23][CH2:24][CH3:25])=[O:22]. (6) Given the reactants [F:1][C:2]1[CH:11]=[C:10]([F:12])[CH:9]=[C:8]2[C:3]=1[C:4]([NH:20][C:21]1[C:26](I)=[CH:25][N:24]=[C:23]([N:28]3[CH2:33][CH2:32][O:31][CH2:30][CH2:29]3)[CH:22]=1)=[C:5]([CH3:19])[C:6]([C:13]1[CH:18]=[CH:17][CH:16]=[CH:15][N:14]=1)=[N:7]2.[F:34][C:35]([F:46])([F:45])[C:36]1[CH:37]=[C:38](B(O)O)[CH:39]=[CH:40][CH:41]=1.C1(P(C2CCCCC2)C2CCCCC2)CCCCC1.[O-]P([O-])([O-])=O.[K+].[K+].[K+], predict the reaction product. The product is: [F:1][C:2]1[CH:11]=[C:10]([F:12])[CH:9]=[C:8]2[C:3]=1[C:4]([NH:20][C:21]1[C:26]([C:40]3[CH:39]=[CH:38][CH:37]=[C:36]([C:35]([F:46])([F:45])[F:34])[CH:41]=3)=[CH:25][N:24]=[C:23]([N:28]3[CH2:33][CH2:32][O:31][CH2:30][CH2:29]3)[CH:22]=1)=[C:5]([CH3:19])[C:6]([C:13]1[CH:18]=[CH:17][CH:16]=[CH:15][N:14]=1)=[N:7]2.